Dataset: Full USPTO retrosynthesis dataset with 1.9M reactions from patents (1976-2016). Task: Predict the reactants needed to synthesize the given product. (1) Given the product [CH3:29][C:30]1([CH2:35][CH2:36][C:37]([O:1][N:2]2[C:6](=[O:7])[CH2:5][CH2:4][C:3]2=[O:9])=[O:38])[O:34][CH2:33][CH2:32][O:31]1, predict the reactants needed to synthesize it. The reactants are: [OH:1][NH:2][C:3](=[O:9])[CH2:4][CH2:5][C:6](N)=[O:7].CN1CCOCC1.Cl.CN(C)CCCN=C=NCC.[CH3:29][C:30]1([CH2:35][CH2:36][C:37](O)=[O:38])[O:34][CH2:33][CH2:32][O:31]1. (2) Given the product [CH2:1]([O:8][C:9](=[O:18])[NH:10][C@H:11]1[CH2:16][CH2:15][C@H:14]([O:17][Si:28]([C:25]([CH3:27])([CH3:26])[CH3:24])([CH3:30])[CH3:29])[CH2:13][CH2:12]1)[C:2]1[CH:3]=[CH:4][CH:5]=[CH:6][CH:7]=1, predict the reactants needed to synthesize it. The reactants are: [CH2:1]([O:8][C:9](=[O:18])[NH:10][C@H:11]1[CH2:16][CH2:15][C@H:14]([OH:17])[CH2:13][CH2:12]1)[C:2]1[CH:7]=[CH:6][CH:5]=[CH:4][CH:3]=1.N1C=CN=C1.[CH3:24][C:25]([Si:28](Cl)([CH3:30])[CH3:29])([CH3:27])[CH3:26].C([O-])(O)=O.[Na+]. (3) Given the product [OH:1][C:2]1([C:12]2[CH:20]=[CH:19][C:15]([C:16]([NH:24][CH3:23])=[O:17])=[CH:14][CH:13]=2)[CH2:11][CH2:10][C:5]2([O:9][CH2:8][CH2:7][O:6]2)[CH2:4][CH2:3]1, predict the reactants needed to synthesize it. The reactants are: [OH:1][C:2]1([C:12]2[CH:20]=[CH:19][C:15]([C:16](O)=[O:17])=[CH:14][CH:13]=2)[CH2:11][CH2:10][C:5]2([O:9][CH2:8][CH2:7][O:6]2)[CH2:4][CH2:3]1.CN.[CH3:23][N:24]([P+](ON1N=NC2C=CC=CC1=2)(N(C)C)N(C)C)C.F[P-](F)(F)(F)(F)F.C(N(CC)CC)C.